From a dataset of NCI-60 drug combinations with 297,098 pairs across 59 cell lines. Regression. Given two drug SMILES strings and cell line genomic features, predict the synergy score measuring deviation from expected non-interaction effect. (1) Drug 1: C1C(C(OC1N2C=NC3=C(N=C(N=C32)Cl)N)CO)O. Drug 2: CCC1=C2CN3C(=CC4=C(C3=O)COC(=O)C4(CC)O)C2=NC5=C1C=C(C=C5)O. Cell line: SR. Synergy scores: CSS=80.9, Synergy_ZIP=-0.654, Synergy_Bliss=0.229, Synergy_Loewe=0.0274, Synergy_HSA=2.05. (2) Drug 1: CC1=C(C=C(C=C1)C(=O)NC2=CC(=CC(=C2)C(F)(F)F)N3C=C(N=C3)C)NC4=NC=CC(=N4)C5=CN=CC=C5. Drug 2: CC(C)(C#N)C1=CC(=CC(=C1)CN2C=NC=N2)C(C)(C)C#N. Cell line: A549. Synergy scores: CSS=-0.225, Synergy_ZIP=0.206, Synergy_Bliss=-1.40, Synergy_Loewe=-1.13, Synergy_HSA=-2.75.